Dataset: Full USPTO retrosynthesis dataset with 1.9M reactions from patents (1976-2016). Task: Predict the reactants needed to synthesize the given product. (1) The reactants are: [O:1]=[C:2]([CH2:9][CH3:10])[CH2:3][C:4]([O:6][CH2:7][CH3:8])=[O:5].[CH2:11](O)[CH2:12][OH:13].C(OCC)(OCC)OCC.O.C1(C)C=CC(S(O)(=O)=O)=CC=1. Given the product [CH2:9]([C:2]1([CH2:3][C:4]([O:6][CH2:7][CH3:8])=[O:5])[O:13][CH2:12][CH2:11][O:1]1)[CH3:10], predict the reactants needed to synthesize it. (2) Given the product [CH2:1]([C:3]1[CH:10]=[C:9]([CH3:11])[CH:8]=[C:7]([CH2:12][CH3:13])[C:4]=1[CH2:5][Br:14])[CH3:2], predict the reactants needed to synthesize it. The reactants are: [CH2:1]([C:3]1[CH:10]=[C:9]([CH3:11])[CH:8]=[C:7]([CH2:12][CH3:13])[C:4]=1[CH2:5]O)[CH3:2].[BrH:14].